Task: Regression. Given a peptide amino acid sequence and an MHC pseudo amino acid sequence, predict their binding affinity value. This is MHC class I binding data.. Dataset: Peptide-MHC class I binding affinity with 185,985 pairs from IEDB/IMGT (1) The binding affinity (normalized) is 0.370. The MHC is HLA-A31:01 with pseudo-sequence HLA-A31:01. The peptide sequence is ATFIDVHIPK. (2) The peptide sequence is PILPKLFIL. The MHC is HLA-B18:01 with pseudo-sequence HLA-B18:01. The binding affinity (normalized) is 0.0847. (3) The peptide sequence is VRFPNITNL. The MHC is HLA-C14:02 with pseudo-sequence HLA-C14:02. The binding affinity (normalized) is 0.504. (4) The peptide sequence is YSSHELWHF. The MHC is HLA-A03:01 with pseudo-sequence HLA-A03:01. The binding affinity (normalized) is 0.0847. (5) The peptide sequence is CTNDIYCDEI. The MHC is HLA-A02:03 with pseudo-sequence HLA-A02:03. The binding affinity (normalized) is 0.200. (6) The peptide sequence is YLFYYRKSV. The MHC is HLA-A68:02 with pseudo-sequence HLA-A68:02. The binding affinity (normalized) is 0.719. (7) The peptide sequence is QIYAGIKVK. The MHC is HLA-B15:03 with pseudo-sequence HLA-B15:03. The binding affinity (normalized) is 0. (8) The peptide sequence is MPVGGQSSF. The MHC is HLA-B58:01 with pseudo-sequence HLA-B58:01. The binding affinity (normalized) is 0.0847.